From a dataset of Reaction yield outcomes from USPTO patents with 853,638 reactions. Predict the reaction yield, written as a fraction of the theoretical maximum amount of product (1.0 means a 100% yield; for example, 0.34 means a 34% yield). (1) The reactants are [O:1]1[CH2:6][CH2:5][CH:4]([N:7]2[CH2:17][CH2:16][C:10]3([CH:12]([C:13]([OH:15])=O)[CH2:11]3)[CH2:9][CH2:8]2)[CH2:3][CH2:2]1.CN(C(ON1N=NC2C=CC=CC1=2)=[N+](C)C)C.F[P-](F)(F)(F)(F)F.CCN(C(C)C)C(C)C.Cl.Cl.[CH:53]1([N:57]2[CH2:62][CH2:61][NH:60][CH2:59][CH2:58]2)[CH2:56][CH2:55][CH2:54]1. The catalyst is CCOC(C)=O.CN(C=O)C. The product is [CH:53]1([N:57]2[CH2:62][CH2:61][N:60]([C:13]([CH:12]3[C:10]4([CH2:9][CH2:8][N:7]([CH:4]5[CH2:3][CH2:2][O:1][CH2:6][CH2:5]5)[CH2:17][CH2:16]4)[CH2:11]3)=[O:15])[CH2:59][CH2:58]2)[CH2:56][CH2:55][CH2:54]1. The yield is 0.340. (2) The reactants are [C:1]1([OH:7])[CH:6]=[CH:5][CH:4]=[CH:3][CH:2]=1.[C:8]([C:10]1[CH:15]=[CH:14][CH:13]=[CH:12][C:11]=1[C:16]#[N:17])#[N:9].[CH3:18][CH2:19][CH2:20][CH2:21][CH2:22][CH3:23].CC[O:26]CC. No catalyst specified. The product is [NH2:9][C:8]1[C:10]2[C:11](=[CH:12][CH:13]=[CH:14][CH:15]=2)[C:16]([C:20]2[CH:19]=[CH:18][C:23]([OH:26])=[CH:22][CH:21]=2)([C:4]2[CH:5]=[CH:6][C:1]([OH:7])=[CH:2][CH:3]=2)[N:17]=1. The yield is 0.200. (3) The reactants are [Si]([O:8][C:9]1[CH2:10][CH:11]([C:17]2[CH:26]=[CH:25][C:20]([C:21]([O:23][CH3:24])=[O:22])=[CH:19][CH:18]=2)[O:12][C:13]([CH3:16])([CH3:15])[CH:14]=1)(C(C)(C)C)(C)C.[F-].C([N+](CCCC)(CCCC)CCCC)CCC. The catalyst is C1COCC1. The product is [CH3:15][C:13]1([CH3:16])[O:12][CH:11]([C:17]2[CH:26]=[CH:25][C:20]([C:21]([O:23][CH3:24])=[O:22])=[CH:19][CH:18]=2)[CH2:10][C:9](=[O:8])[CH2:14]1. The yield is 0.709. (4) The reactants are [CH:1]1([C:4]2[NH:5][C:6]3[C:11]([CH:12]=2)=[CH:10][C:9]([N+:13]([O-])=O)=[CH:8][CH:7]=3)[CH2:3][CH2:2]1. The catalyst is CO.[Ni]. The product is [CH:1]1([C:4]2[NH:5][C:6]3[C:11]([CH:12]=2)=[CH:10][C:9]([NH2:13])=[CH:8][CH:7]=3)[CH2:3][CH2:2]1. The yield is 0.560.